From a dataset of NCI-60 drug combinations with 297,098 pairs across 59 cell lines. Regression. Given two drug SMILES strings and cell line genomic features, predict the synergy score measuring deviation from expected non-interaction effect. (1) Drug 1: CC1=C(C=C(C=C1)C(=O)NC2=CC(=CC(=C2)C(F)(F)F)N3C=C(N=C3)C)NC4=NC=CC(=N4)C5=CN=CC=C5. Drug 2: C1C(C(OC1N2C=NC(=NC2=O)N)CO)O. Cell line: SR. Synergy scores: CSS=32.8, Synergy_ZIP=-0.514, Synergy_Bliss=6.87, Synergy_Loewe=-14.0, Synergy_HSA=5.62. (2) Drug 1: COC1=C(C=C2C(=C1)N=CN=C2NC3=CC(=C(C=C3)F)Cl)OCCCN4CCOCC4. Drug 2: CC1CCCC2(C(O2)CC(NC(=O)CC(C(C(=O)C(C1O)C)(C)C)O)C(=CC3=CSC(=N3)C)C)C. Cell line: SW-620. Synergy scores: CSS=5.58, Synergy_ZIP=-1.83, Synergy_Bliss=1.29, Synergy_Loewe=1.04, Synergy_HSA=0.938. (3) Drug 1: C1CN1C2=NC(=NC(=N2)N3CC3)N4CC4. Drug 2: CN(C(=O)NC(C=O)C(C(C(CO)O)O)O)N=O. Cell line: HCT116. Synergy scores: CSS=48.1, Synergy_ZIP=-3.15, Synergy_Bliss=-5.67, Synergy_Loewe=-54.3, Synergy_HSA=-4.98.